Task: Regression/Classification. Given a drug SMILES string, predict its absorption, distribution, metabolism, or excretion properties. Task type varies by dataset: regression for continuous measurements (e.g., permeability, clearance, half-life) or binary classification for categorical outcomes (e.g., BBB penetration, CYP inhibition). Dataset: cyp2c19_veith.. Dataset: CYP2C19 inhibition data for predicting drug metabolism from PubChem BioAssay (1) The drug is NS(=O)(=O)c1ccc(NC(=O)Nc2cccc3ccccc23)cc1. The result is 0 (non-inhibitor). (2) The molecule is CC(C)NC(=O)N1CCCC2(CCN(C(=O)c3cccn3C)CC2)C1. The result is 0 (non-inhibitor). (3) The compound is NNc1nc(-c2ccccc2)cc(-c2ccccc2O)n1. The result is 1 (inhibitor). (4) The compound is COc1ccc(Oc2ncc3nc(C)c(=O)n(C)c3n2)cc1. The result is 0 (non-inhibitor). (5) The drug is CCOc1ccc2nc3cc(N=Nc4ccc(N)nc4N)ccc3c(N)c2c1. The result is 0 (non-inhibitor). (6) The molecule is COc1ccccc1-c1nccc(Nc2ccc(F)cc2)n1. The result is 1 (inhibitor). (7) The result is 1 (inhibitor). The drug is c1cc2c(cc1C1CCCCC1)c1c3n2CCN[C@H]3CCC1.